Dataset: Catalyst prediction with 721,799 reactions and 888 catalyst types from USPTO. Task: Predict which catalyst facilitates the given reaction. (1) Reactant: [Cl:1][C:2]1[CH:3]=[C:4]([C:14](=[O:16])[CH3:15])[C:5]2[O:11][CH2:10][CH2:9][N:8]=[CH:7][C:6]=2[C:12]=1[CH3:13].[BH4-].[Na+]. Product: [Cl:1][C:2]1[CH:3]=[C:4]([CH:14]([OH:16])[CH3:15])[C:5]2[O:11][CH2:10][CH2:9][NH:8][CH2:7][C:6]=2[C:12]=1[CH3:13]. The catalyst class is: 5. (2) Reactant: [F:1][C:2]1[CH:3]=[C:4]2[C:8](=[CH:9][CH:10]=1)[NH:7][C:6](=[O:11])[C:5]2=[CH:12][C:13]1[CH:14]=[C:15]([CH:29]=[CH:30][CH:31]=1)[C:16]([NH:18][CH2:19][CH2:20][CH2:21][CH2:22][CH2:23][CH2:24][CH2:25][C:26]([OH:28])=O)=[O:17].Cl.C(N=C=NCCCN(C)C)C.OC1C2N=NNC=2C=CC=1.C(N(CC)CC)C.[F:61][C:62]1[CH:67]=[CH:66][C:65]([NH2:68])=[C:64]([NH2:69])[CH:63]=1. Product: [F:1][C:2]1[CH:3]=[C:4]2[C:8](=[CH:9][CH:10]=1)[NH:7][C:6](=[O:11])[C:5]2=[CH:12][C:13]1[CH:14]=[C:15]([CH:29]=[CH:30][CH:31]=1)[C:16]([NH:18][CH2:19][CH2:20][CH2:21][CH2:22][CH2:23][CH2:24][CH2:25][C:26]([NH:68][C:65]1[CH:66]=[CH:67][C:62]([F:61])=[CH:63][C:64]=1[NH2:69])=[O:28])=[O:17]. The catalyst class is: 650. (3) Reactant: [C:1]([N:11]1[CH2:15][CH2:14][C@H:13]([NH2:16])[CH2:12]1)([O:3][CH2:4][C:5]1[CH:10]=[CH:9][CH:8]=[CH:7][CH:6]=1)=[O:2].[C:17]1(=O)[CH2:22][CH2:21][CH2:20][CH2:19][CH2:18]1.[BH-](OC(C)=O)(OC(C)=O)OC(C)=O.[Na+]. Product: [C:1]([N:11]1[CH2:15][CH2:14][C@H:13]([NH:16][CH:17]2[CH2:22][CH2:21][CH2:20][CH2:19][CH2:18]2)[CH2:12]1)([O:3][CH2:4][C:5]1[CH:10]=[CH:9][CH:8]=[CH:7][CH:6]=1)=[O:2]. The catalyst class is: 26. (4) Reactant: [O:1]=[C:2]1[CH2:10][C:9]2[C:4](=[CH:5][C:6]([C:11]([C:13]3[CH:18]=[CH:17][C:16]([NH:19][C:20]([C:22]4[S:23][C:24]([C:27](=[O:29])[CH3:28])=[CH:25][CH:26]=4)=[O:21])=[CH:15][CH:14]=3)=[O:12])=[CH:7][CH:8]=2)[NH:3]1.[CH:30](OCC)=[O:31].[O-]CC.[Na+].Cl. Product: [OH:31][CH:30]=[C:10]1[C:9]2[C:4](=[CH:5][C:6]([C:11]([C:13]3[CH:14]=[CH:15][C:16]([NH:19][C:20]([C:22]4[S:23][C:24]([C:27](=[O:29])[CH3:28])=[CH:25][CH:26]=4)=[O:21])=[CH:17][CH:18]=3)=[O:12])=[CH:7][CH:8]=2)[NH:3][C:2]1=[O:1]. The catalyst class is: 8. (5) Reactant: [CH3:1][NH:2][C:3]1[C:4]([NH2:9])=[CH:5][CH:6]=[CH:7][CH:8]=1.C[Al](C)C.C(O[C:17]([C@@H:19]1[CH2:21][C@H:20]1[C:22]1[CH:27]=[C:26]([N:28]2[C:32]([CH3:33])=[N:31][C:30]([CH3:34])=[N:29]2)[N:25]=[C:24]([S:35][CH3:36])[N:23]=1)=O)C. Product: [CH3:34][C:30]1[N:31]=[C:32]([CH3:33])[N:28]([C:26]2[N:25]=[C:24]([S:35][CH3:36])[N:23]=[C:22]([C@@H:20]3[CH2:21][C@H:19]3[C:17]3[N:2]([CH3:1])[C:3]4[CH:8]=[CH:7][CH:6]=[CH:5][C:4]=4[N:9]=3)[CH:27]=2)[N:29]=1. The catalyst class is: 11. (6) Reactant: [CH3:1][C:2]1[N:6]=[C:5]([CH3:7])[N:4]([C:8]2[N:13]=[C:12](S(C)(=O)=O)[N:11]=[C:10]([C@@H:18]3[CH2:20][C@H:19]3[C:21]3[N:25]([CH3:26])[C:24]4[CH:27]=[CH:28][CH:29]=[CH:30][C:23]=4[N:22]=3)[CH:9]=2)[N:3]=1.[OH-:31].[Na+].O.Cl. Product: [CH3:1][C:2]1[N:6]=[C:5]([CH3:7])[N:4]([C:8]2[CH:9]=[C:10]([C@@H:18]3[CH2:20][C@H:19]3[C:21]3[N:25]([CH3:26])[C:24]4[CH:27]=[CH:28][CH:29]=[CH:30][C:23]=4[N:22]=3)[N:11]=[C:12]([OH:31])[N:13]=2)[N:3]=1. The catalyst class is: 12. (7) Reactant: [Cl:1][C:2]1[C:11]2[C:6](=[CH:7][CH:8]=[CH:9][CH:10]=2)[N:5]=[C:4]([N:12]2[CH2:18][CH2:17][CH2:16][C:15]3[CH:19]=[CH:20][C:21]([OH:23])=[CH:22][C:14]=3[CH2:13]2)[CH:3]=1.[H-].[Na+].Br[CH2:27][CH3:28]. Product: [Cl:1][C:2]1[C:11]2[C:6](=[CH:7][CH:8]=[CH:9][CH:10]=2)[N:5]=[C:4]([N:12]2[CH2:18][CH2:17][CH2:16][C:15]3[CH:19]=[CH:20][C:21]([O:23][CH2:27][CH3:28])=[CH:22][C:14]=3[CH2:13]2)[CH:3]=1. The catalyst class is: 204.